Dataset: Peptide-MHC class II binding affinity with 134,281 pairs from IEDB. Task: Regression. Given a peptide amino acid sequence and an MHC pseudo amino acid sequence, predict their binding affinity value. This is MHC class II binding data. (1) The peptide sequence is AFKVAATAVNAAPAN. The MHC is DRB1_0401 with pseudo-sequence DRB1_0401. The binding affinity (normalized) is 0.999. (2) The peptide sequence is YLEDARRLKAIYEKKK. The MHC is H-2-IEk with pseudo-sequence H-2-IEk. The binding affinity (normalized) is 0.654. (3) The peptide sequence is IVQINGRHFDLRAQG. The MHC is HLA-DQA10102-DQB10502 with pseudo-sequence HLA-DQA10102-DQB10502. The binding affinity (normalized) is 0.738. (4) The peptide sequence is LHQQQKQQQQPSSQVSFQQP. The MHC is DRB1_1101 with pseudo-sequence DRB1_1101. The binding affinity (normalized) is 0. (5) The peptide sequence is AFKVAATAAEAAPAN. The MHC is DRB1_0901 with pseudo-sequence DRB1_0901. The binding affinity (normalized) is 0.712. (6) The peptide sequence is GEVPSTEDLVNLLPAILSPG. The MHC is DRB1_1101 with pseudo-sequence DRB1_1101. The binding affinity (normalized) is 0.529. (7) The peptide sequence is LRIAAKIYSEADEAW. The MHC is HLA-DQA10501-DQB10201 with pseudo-sequence HLA-DQA10501-DQB10201. The binding affinity (normalized) is 0.621.